From a dataset of Forward reaction prediction with 1.9M reactions from USPTO patents (1976-2016). Predict the product of the given reaction. (1) Given the reactants Cl.[C:2]([NH2:5])(=[NH:4])[CH3:3].[CH2:6]([O:13][C:14](=[O:29])[NH:15][CH2:16][CH2:17][O:18][C:19]1[CH:24]=[CH:23][C:22]([C:25](=O)[CH2:26]Br)=[CH:21][CH:20]=1)[C:7]1[CH:12]=[CH:11][CH:10]=[CH:9][CH:8]=1.[O-]CC.[Na+], predict the reaction product. The product is: [CH2:6]([O:13][C:14](=[O:29])[NH:15][CH2:16][CH2:17][O:18][C:19]1[CH:20]=[CH:21][C:22]([C:25]2[N:4]=[C:2]([CH3:3])[NH:5][CH:26]=2)=[CH:23][CH:24]=1)[C:7]1[CH:12]=[CH:11][CH:10]=[CH:9][CH:8]=1. (2) Given the reactants OCC1C(C)=CC(NC(CCN2CCC([O:21][C:22](=[O:36])[NH:23][C:24]3[CH:29]=[CH:28][CH:27]=[CH:26][C:25]=3[C:30]3[CH:35]=[CH:34][CH:33]=[CH:32][CH:31]=3)CC2)=O)=C(C)C=1.CS(C)=O.C(N(C(C)C)CC)(C)C.O, predict the reaction product. The product is: [C:25]1([C:30]2[CH:35]=[CH:34][CH:33]=[CH:32][CH:31]=2)[CH:26]=[CH:27][CH:28]=[CH:29][C:24]=1[NH:23][C:22](=[O:21])[OH:36].